Predict the reaction yield, written as a fraction of the theoretical maximum amount of product (1.0 means a 100% yield; for example, 0.34 means a 34% yield). From a dataset of Reaction yield outcomes from USPTO patents with 853,638 reactions. (1) The reactants are [O:1]1[C:5]2[CH:6]=[CH:7][C:8]([C:10](=[N:12]O)[CH3:11])=[CH:9][C:4]=2[O:3][CH2:2]1.[H-].[Al+3].[Li+].[H-].[H-].[H-].C(NC(C)C)(C)C. The catalyst is O1CCCC1. The product is [O:1]1[C:5]2[CH:6]=[CH:7][C:8]([CH:10]3[CH2:11][NH:12]3)=[CH:9][C:4]=2[O:3][CH2:2]1. The yield is 0.880. (2) The reactants are [O:1]1[CH2:3][CH:2]1[CH2:4][N:5]1[CH2:14][CH2:13][C:12]2[C:7](=[CH:8][CH:9]=[CH:10][CH:11]=2)[CH2:6]1.[NH2:15][C:16]1[CH:17]=[C:18]([CH:33]=[CH:34][CH:35]=1)[CH2:19][N:20]([CH:28]1[CH2:32][CH2:31][CH2:30][CH2:29]1)[C:21](=[O:27])[O:22][C:23]([CH3:26])([CH3:25])[CH3:24]. The catalyst is CCO. The product is [CH:28]1([N:20]([CH2:19][C:18]2[CH:33]=[CH:34][CH:35]=[C:16]([NH:15][CH2:3][CH:2]([OH:1])[CH2:4][N:5]3[CH2:14][CH2:13][C:12]4[C:7](=[CH:8][CH:9]=[CH:10][CH:11]=4)[CH2:6]3)[CH:17]=2)[C:21](=[O:27])[O:22][C:23]([CH3:26])([CH3:25])[CH3:24])[CH2:29][CH2:30][CH2:31][CH2:32]1. The yield is 0.650. (3) The catalyst is C(O)C.C(OCC)(=O)C. The reactants are [F:1][C:2]1[CH:7]=[C:6]([F:8])[CH:5]=[CH:4][C:3]=1/[CH:9]=[CH:10]/[C:11]1[CH:16]=[CH:15][C:14]([S:17]([C:20]2[CH:27]=[CH:26][CH:25]=[CH:24][C:21]=2[C:22]#[N:23])(=[O:19])=[O:18])=[CH:13][CH:12]=1.[OH-:28].[Na+].O.Cl. The yield is 0.520. The product is [F:1][C:2]1[CH:7]=[C:6]([F:8])[CH:5]=[CH:4][C:3]=1/[CH:9]=[CH:10]/[C:11]1[CH:12]=[CH:13][C:14]([S:17]([C:20]2[CH:27]=[CH:26][CH:25]=[CH:24][C:21]=2[C:22]([NH2:23])=[O:28])(=[O:18])=[O:19])=[CH:15][CH:16]=1. (4) The reactants are [H-].[Na+].[F:3][C:4]1[CH:12]=[C:11]2[C:7]([CH:8]=[CH:9][NH:10]2)=[CH:6][CH:5]=1.[CH:13]([N:26]1[CH2:29][CH:28]([CH2:30]OS(C)(=O)=O)[CH2:27]1)([C:20]1[CH:25]=[CH:24][CH:23]=[CH:22][CH:21]=1)[C:14]1[CH:19]=[CH:18][CH:17]=[CH:16][CH:15]=1. The catalyst is CN(C=O)C. The product is [CH:13]([N:26]1[CH2:29][CH:28]([CH2:30][N:10]2[C:11]3[C:7](=[CH:6][CH:5]=[C:4]([F:3])[CH:12]=3)[CH:8]=[CH:9]2)[CH2:27]1)([C:20]1[CH:21]=[CH:22][CH:23]=[CH:24][CH:25]=1)[C:14]1[CH:15]=[CH:16][CH:17]=[CH:18][CH:19]=1. The yield is 0.520. (5) The reactants are Cl[CH2:2][C:3]1[C:8]([CH3:9])=[C:7]([O:10][CH2:11][CH2:12][CH2:13][O:14][CH3:15])[CH:6]=[CH:5][N:4]=1.[N:16]1[C:20]2[CH:21]=[CH:22][CH:23]=[CH:24][C:19]=2[NH:18][C:17]=1[SH:25].[OH-].[Na+]. The catalyst is C(O)C. The product is [CH3:15][O:14][CH2:13][CH2:12][CH2:11][O:10][C:7]1[CH:6]=[CH:5][N:4]=[C:3]([CH2:2][S:25][C:17]2[NH:18][C:19]3[CH:24]=[CH:23][CH:22]=[CH:21][C:20]=3[N:16]=2)[C:8]=1[CH3:9]. The yield is 1.01. (6) The reactants are Br[C:2]1[C:25]([F:26])=[CH:24][C:5]2[O:6][C:7]([C:16]3[CH:21]=[CH:20][C:19]([Cl:22])=[CH:18][C:17]=3[Cl:23])([C:9]3[CH:14]=[CH:13][CH:12]=[CH:11][C:10]=3[F:15])[O:8][C:4]=2[CH:3]=1.C([Li])CCC.[N:32]1([C:38](Cl)=[O:39])[CH2:37][CH2:36][O:35][CH2:34][CH2:33]1.C(=O)(O)[O-].[Na+]. The catalyst is C(OCC)C. The product is [Cl:23][C:17]1[CH:18]=[C:19]([Cl:22])[CH:20]=[CH:21][C:16]=1[C:7]1([C:9]2[CH:14]=[CH:13][CH:12]=[CH:11][C:10]=2[F:15])[O:6][C:5]2[CH:24]=[C:25]([F:26])[C:2]([C:38]([N:32]3[CH2:37][CH2:36][O:35][CH2:34][CH2:33]3)=[O:39])=[CH:3][C:4]=2[O:8]1. The yield is 0.730. (7) The reactants are [OH-].[K+].Cl.Cl[CH2:5][CH2:6][N:7]1[CH2:12][CH2:11][O:10][CH2:9][CH2:8]1.[CH3:13][C:14]1[NH:18][C:17]2[S:19][CH:20]=[CH:21][C:16]=2[CH:15]=1. The catalyst is O.CS(C)=O. The product is [CH3:13][C:14]1[N:18]([CH2:5][CH2:6][N:7]2[CH2:12][CH2:11][O:10][CH2:9][CH2:8]2)[C:17]2[S:19][CH:20]=[CH:21][C:16]=2[CH:15]=1. The yield is 0.810. (8) The reactants are Cl[CH2:2][CH2:3][CH2:4][NH:5][C:6]([NH:8][C:9]1[CH:10]=[N:11][CH:12]=[CH:13][CH:14]=1)=[O:7].[H-].[Na+].C(OCC)(=O)C. The catalyst is CN(C=O)C.C1COCC1. The product is [N:11]1[CH:12]=[CH:13][CH:14]=[C:9]([N:8]2[CH2:2][CH2:3][CH2:4][NH:5][C:6]2=[O:7])[CH:10]=1. The yield is 0.971.